From a dataset of Reaction yield outcomes from USPTO patents with 853,638 reactions. Predict the reaction yield, written as a fraction of the theoretical maximum amount of product (1.0 means a 100% yield; for example, 0.34 means a 34% yield). (1) The reactants are [Cl:1][C:2]1[CH:17]=[CH:16][C:5]([O:6][C:7]2[CH:12]=[CH:11][C:10]([CH2:13][CH2:14][NH2:15])=[CH:9][CH:8]=2)=[CH:4][C:3]=1[C:18]([F:21])([F:20])[F:19].CS[C:24]1[NH:25][CH:26]=[C:27]([CH2:31][C:32]2[CH:33]=[N:34][C:35](=[O:38])[NH:36][CH:37]=2)[C:28](=[O:30])[N:29]=1. The catalyst is N1C=CC=CC=1. The product is [Cl:1][C:2]1[CH:17]=[CH:16][C:5]([O:6][C:7]2[CH:12]=[CH:11][C:10]([CH2:13][CH2:14][NH:15][C:24]3[NH:25][CH:26]=[C:27]([CH2:31][C:32]4[CH:33]=[N:34][C:35](=[O:38])[NH:36][CH:37]=4)[C:28](=[O:30])[N:29]=3)=[CH:9][CH:8]=2)=[CH:4][C:3]=1[C:18]([F:19])([F:20])[F:21]. The yield is 0.110. (2) The reactants are [CH2:1]([C:3]1[CH:4]=[C:5]([OH:16])[CH:6]=[C:7]2[C:12]=1[C:11](=[O:13])[CH2:10][CH2:9][C:8]2([CH3:15])[CH3:14])[CH3:2].[F:17][C:18]([F:38])([F:37])[S:19](N(C1C=CC(Cl)=CN=1)[S:19]([C:18]([F:38])([F:37])[F:17])(=[O:21])=[O:20])(=[O:21])=[O:20].C(OCC)(=O)C. The catalyst is CN(C)C1C=CN=CC=1.ClCCl.CCCCCC. The product is [CH2:1]([C:3]1[C:12]2[C:11](=[O:13])[CH2:10][CH2:9][C:8]([CH3:15])([CH3:14])[C:7]=2[CH:6]=[C:5]([O:16][S:19]([C:18]([F:38])([F:37])[F:17])(=[O:21])=[O:20])[CH:4]=1)[CH3:2]. The yield is 0.980. (3) The reactants are [O:1]1[CH2:6][CH2:5][N:4]([CH2:7][CH2:8][CH2:9][NH2:10])[CH2:3][CH2:2]1.[C:11](/[C:13](=[CH:24]\[C:25]1[CH:30]=[CH:29][C:28]([F:31])=[CH:27][CH:26]=1)/[C:14](ON1C(=O)CCC1=O)=[O:15])#[N:12]. The catalyst is C1COCC1. The product is [C:11](/[C:13](=[CH:24]\[C:25]1[CH:26]=[CH:27][C:28]([F:31])=[CH:29][CH:30]=1)/[C:14]([NH:10][CH2:9][CH2:8][CH2:7][N:4]1[CH2:5][CH2:6][O:1][CH2:2][CH2:3]1)=[O:15])#[N:12]. The yield is 0.260. (4) The reactants are P12(SP3(SP(SP(S3)(S1)=S)(=S)S2)=S)=[S:2].C([O-])(O)=O.[Na+].[CH:20]1([C:26]2[C:27]3[CH:28]=[CH:29][C:30]([C:45]([O:47][CH3:48])=[O:46])=[CH:31][C:32]=3[N:33]3[C:39]=2[C:38]2[CH:40]=[CH:41][CH:42]=[CH:43][C:37]=2[NH:36][C:35](=O)[CH2:34]3)[CH2:25][CH2:24][CH2:23][CH2:22][CH2:21]1. The catalyst is O1CCOCC1.O. The product is [CH:20]1([C:26]2[C:27]3[CH:28]=[CH:29][C:30]([C:45]([O:47][CH3:48])=[O:46])=[CH:31][C:32]=3[N:33]3[C:39]=2[C:38]2[CH:40]=[CH:41][CH:42]=[CH:43][C:37]=2[NH:36][C:35](=[S:2])[CH2:34]3)[CH2:25][CH2:24][CH2:23][CH2:22][CH2:21]1. The yield is 0.990. (5) The reactants are C1(C2N=NN(CS(NCC3C=C([CH:24]=[CH:25][C:26](O)=[O:27])C=CC=3)(=O)=O)C=2)C=CC=CC=1.CCN(C(C)C)C(C)C.CCN=C=NCCCN(C)C.Cl.C1C=CC2N(O)N=NC=2C=1.Cl.[O:61]1[CH2:66][CH2:65][CH2:64][CH2:63][CH:62]1[O:67][NH2:68]. The catalyst is CN(C=O)C. The product is [O:61]1[CH2:66][CH2:65][CH2:64][CH2:63][CH:62]1[O:67][NH:68][C:26](=[O:27])[CH:25]=[CH2:24]. The yield is 0.830. (6) The reactants are [C:1]([NH:5][C:6]1[N:13]=[C:12](Cl)[CH:11]=[CH:10][C:7]=1[C:8]#[N:9])([CH3:4])([CH3:3])[CH3:2].[Br:15][C:16]1[CH:23]=[CH:22][C:21]([OH:24])=[CH:20][C:17]=1[CH:18]=[O:19].C([O-])([O-])=O.[K+].[K+]. The catalyst is CN(C=O)C. The product is [Br:15][C:16]1[CH:23]=[CH:22][C:21]([O:24][C:12]2[CH:11]=[CH:10][C:7]([C:8]#[N:9])=[C:6]([NH:5][C:1]([CH3:4])([CH3:3])[CH3:2])[N:13]=2)=[CH:20][C:17]=1[CH:18]=[O:19]. The yield is 0.850. (7) The reactants are [C:1]1([C:7]2([C:12]3[CH:17]=[CH:16][C:15]([CH3:18])=[CH:14][CH:13]=3)[O:11][CH2:10][CH2:9][O:8]2)[CH:6]=[CH:5][CH:4]=[CH:3][CH:2]=1.[Br:19]N1C(=O)CCC1=O. The catalyst is CC(N=NC(C#N)(C)C)(C#N)C.C(Cl)(Cl)(Cl)Cl. The product is [Br:19][CH2:18][C:15]1[CH:14]=[CH:13][C:12]([C:7]2([C:1]3[CH:6]=[CH:5][CH:4]=[CH:3][CH:2]=3)[O:8][CH2:9][CH2:10][O:11]2)=[CH:17][CH:16]=1. The yield is 0.550. (8) The reactants are [CH2:1]([O:8][C@@H:9]1[C:13]([CH2:20][O:21][S:22]([CH3:25])(=[O:24])=[O:23])([CH2:14][O:15][S:16]([CH3:19])(=[O:18])=[O:17])[O:12][C@@H:11]([N:26]2[CH:34]=[N:33][C:32]3[C:27]2=[N:28][CH:29]=[N:30][C:31]=3[NH:35][C:36](=[O:43])[C:37]2[CH:42]=[CH:41][CH:40]=[CH:39][CH:38]=2)[C@@H:10]1OS(C(F)(F)F)(=O)=O)[C:2]1[CH:7]=[CH:6][CH:5]=[CH:4][CH:3]=1.[I-:52].[Li+]. The catalyst is C(#N)C. The product is [CH2:1]([O:8][C@@H:9]1[C:13]([CH2:20][O:21][S:22]([CH3:25])(=[O:24])=[O:23])([CH2:14][O:15][S:16]([CH3:19])(=[O:18])=[O:17])[O:12][C@@H:11]([N:26]2[CH:34]=[N:33][C:32]3[C:27]2=[N:28][CH:29]=[N:30][C:31]=3[NH:35][C:36](=[O:43])[C:37]2[CH:42]=[CH:41][CH:40]=[CH:39][CH:38]=2)[C@H:10]1[I:52])[C:2]1[CH:7]=[CH:6][CH:5]=[CH:4][CH:3]=1. The yield is 0.900. (9) The reactants are I[C:2]1[C:10]2[S:9][C:8]([NH:11][C:12]([C:14]3[S:15][C:16]([CH3:19])=[CH:17][CH:18]=3)=[O:13])=[N:7][C:6]=2[C:5]([O:20][CH3:21])=[CH:4][CH:3]=1.[CH3:22][N:23]([CH3:33])[C:24]1[CH:25]=[C:26](B(O)O)[CH:27]=[CH:28][CH:29]=1. No catalyst specified. The product is [CH3:22][N:23]([CH3:33])[C:24]1[CH:29]=[C:28]([C:2]2[C:10]3[S:9][C:8]([NH:11][C:12]([C:14]4[S:15][C:16]([CH3:19])=[CH:17][CH:18]=4)=[O:13])=[N:7][C:6]=3[C:5]([O:20][CH3:21])=[CH:4][CH:3]=2)[CH:27]=[CH:26][CH:25]=1. The yield is 0.710.